The task is: Predict the reaction yield, written as a fraction of the theoretical maximum amount of product (1.0 means a 100% yield; for example, 0.34 means a 34% yield).. This data is from Reaction yield outcomes from USPTO patents with 853,638 reactions. (1) The yield is 0.740. The catalyst is CO. The reactants are [C:1]([O:5][C:6]([N:8]1[CH2:13][CH2:12][O:11][CH:10]([C:14]2[CH:19]=[CH:18][C:17]([N:20]=C(C3C=CC=CC=3)C3C=CC=CC=3)=[C:16]([F:34])[CH:15]=2)[CH:9]1C(C)(C)C)=[O:7])([CH3:4])([CH3:3])[CH3:2].C([O-])=O.[NH4+]. The product is [C:1]([O:5][C:6]([N:8]1[CH2:13][CH2:12][O:11][CH:10]([C:14]2[CH:19]=[CH:18][C:17]([NH2:20])=[C:16]([F:34])[CH:15]=2)[CH2:9]1)=[O:7])([CH3:4])([CH3:2])[CH3:3]. (2) The reactants are [CH2:1]([O:8][C:9]1[CH:13]=[C:12]([C:14](OC)=[O:15])[N:11]([C:18]2[CH:23]=[CH:22][CH:21]=[CH:20][CH:19]=2)[N:10]=1)[C:2]1[CH:7]=[CH:6][CH:5]=[CH:4][CH:3]=1.[H-].[Al+3].[Li+].[H-].[H-].[H-].O.O.O.O.O.O.O.O.O.O.[O-]S([O-])(=O)=O.[Na+].[Na+]. The catalyst is O1CCCC1. The product is [CH2:1]([O:8][C:9]1[CH:13]=[C:12]([CH2:14][OH:15])[N:11]([C:18]2[CH:23]=[CH:22][CH:21]=[CH:20][CH:19]=2)[N:10]=1)[C:2]1[CH:3]=[CH:4][CH:5]=[CH:6][CH:7]=1. The yield is 0.880. (3) The reactants are FC(F)(F)C(O)=O.[Cl:8][C:9]1[C:10]([F:37])=[C:11]([CH:15]2[C:19]([C:22]3[CH:27]=[CH:26][C:25]([Cl:28])=[CH:24][CH:23]=3)([C:20]#[N:21])[CH:18]([CH2:29][C:30]([CH3:33])([CH3:32])[CH3:31])[NH:17][CH:16]2[C:34]([OH:36])=O)[CH:12]=[CH:13][CH:14]=1.[CH:38]1([CH2:41][O:42][NH2:43])[CH2:40][CH2:39]1.CN(C(ON1N=NC2C=CC=NC1=2)=[N+](C)C)C.F[P-](F)(F)(F)(F)F.CCN(C(C)C)C(C)C. The catalyst is C(Cl)Cl. The product is [CH:38]1([CH2:41][O:42][NH:43][C:34]([CH:16]2[CH:15]([C:11]3[CH:12]=[CH:13][CH:14]=[C:9]([Cl:8])[C:10]=3[F:37])[C:19]([C:22]3[CH:27]=[CH:26][C:25]([Cl:28])=[CH:24][CH:23]=3)([C:20]#[N:21])[CH:18]([CH2:29][C:30]([CH3:33])([CH3:32])[CH3:31])[NH:17]2)=[O:36])[CH2:40][CH2:39]1. The yield is 0.210. (4) The reactants are [Cl:1][C:2]1[CH:7]=[CH:6][CH:5]=[CH:4][C:3]=1[C@@H:8]1[N:12]([C:13]([C:15]2[C:16]([C:21]3[CH:26]=[CH:25][CH:24]=[C:23]([C:27]#[N:28])[CH:22]=3)=[CH:17][CH:18]=[CH:19][CH:20]=2)=[O:14])[C@H:11]([C:29]([O:31][CH3:32])=[O:30])[CH2:10][CH2:9]1.Cl.[NH2:34][OH:35].CCN(CC)CC. The catalyst is CCO. The product is [Cl:1][C:2]1[CH:7]=[CH:6][CH:5]=[CH:4][C:3]=1[C@@H:8]1[N:12]([C:13]([C:15]2[C:16]([C:21]3[CH:26]=[CH:25][CH:24]=[C:23](/[C:27](=[N:34]\[OH:35])/[NH2:28])[CH:22]=3)=[CH:17][CH:18]=[CH:19][CH:20]=2)=[O:14])[C@H:11]([C:29]([O:31][CH3:32])=[O:30])[CH2:10][CH2:9]1. The yield is 0.600. (5) The reactants are [CH2:1]([NH:8][C:9]([NH:11][C:12]1[CH:17]=[C:16]([C:18]#[N:19])[CH:15]=[CH:14][C:13]=1[NH:20][CH2:21][CH3:22])=[S:10])[C:2]1[CH:7]=[CH:6][CH:5]=[CH:4][CH:3]=1.Cl[CH2:24][C:25](OCC)=[O:26].C1CCN2C(=NCCC2)CC1. The catalyst is C(O)C. The product is [CH2:1]([N:8]1[C:25](=[O:26])[CH2:24][S:10][C:9]1=[N:11][C:12]1[CH:17]=[C:16]([CH:15]=[CH:14][C:13]=1[NH:20][CH2:21][CH3:22])[C:18]#[N:19])[C:2]1[CH:7]=[CH:6][CH:5]=[CH:4][CH:3]=1. The yield is 0.870.